The task is: Predict the reactants needed to synthesize the given product.. This data is from Full USPTO retrosynthesis dataset with 1.9M reactions from patents (1976-2016). (1) The reactants are: C[O:2][C:3]1[CH:4]=[C:5]([CH2:9][CH2:10][C:11]2[CH:12]=[C:13]([NH:16][C:17]3[CH:22]=[CH:21][N:20]=[C:19]([NH:23][CH2:24][C:25]4[O:29][N:28]=[C:27]([CH3:30])[CH:26]=4)[N:18]=3)[NH:14][N:15]=2)[CH:6]=[CH:7][CH:8]=1.B(Br)(Br)Br.CO. Given the product [CH3:30][C:27]1[CH:26]=[C:25]([CH2:24][NH:23][C:19]2[N:18]=[C:17]([NH:16][C:13]3[NH:14][N:15]=[C:11]([CH2:10][CH2:9][C:5]4[CH:4]=[C:3]([OH:2])[CH:8]=[CH:7][CH:6]=4)[CH:12]=3)[CH:22]=[CH:21][N:20]=2)[O:29][N:28]=1, predict the reactants needed to synthesize it. (2) Given the product [OH:3][CH:4]1[CH2:5][CH2:6][CH:7]([C:10](=[O:12])[CH3:1])[CH2:8][CH2:9]1, predict the reactants needed to synthesize it. The reactants are: [CH3:1][Li].[OH:3][CH:4]1[CH2:9][CH2:8][CH:7]([C:10]([OH:12])=O)[CH2:6][CH2:5]1. (3) Given the product [Cl:1][C:2]1[C:14]([Cl:15])=[C:13]([CH2:16][CH2:17][CH:18]([O:35][CH3:39])[C:19]2[S:20][C:21]([C:24]3[CH:25]=[CH:26][C:27]([O:30][C:31]([F:32])([F:33])[F:34])=[CH:28][CH:29]=3)=[CH:22][CH:23]=2)[CH:12]=[CH:11][C:3]=1[O:4][C:5]([CH3:9])([CH3:10])[C:6]([OH:8])=[O:7], predict the reactants needed to synthesize it. The reactants are: [Cl:1][C:2]1[C:14]([Cl:15])=[C:13]([CH2:16][CH2:17][CH:18]([OH:35])[C:19]2[S:20][C:21]([C:24]3[CH:29]=[CH:28][C:27]([O:30][C:31]([F:34])([F:33])[F:32])=[CH:26][CH:25]=3)=[CH:22][CH:23]=2)[CH:12]=[CH:11][C:3]=1[O:4][C:5]([CH3:10])([CH3:9])[C:6]([OH:8])=[O:7].[H-].[Na+].I[CH3:39]. (4) Given the product [F:34][C:10]1([CH2:15][C:16]2[CH:21]=[CH:20][CH:19]=[CH:18][C:17]=2[F:22])[CH2:11][CH2:12][CH2:13][CH:8]([NH2:7])[CH2:9]1, predict the reactants needed to synthesize it. The reactants are: C(OC(=O)[NH:7][CH:8]1[CH2:13][CH2:12][CH2:11][C:10]([CH2:15][C:16]2[CH:21]=[CH:20][CH:19]=[CH:18][C:17]=2[F:22])(O)[CH2:9]1)(C)(C)C.COCCN(S(F)(F)[F:34])CCOC.CO. (5) Given the product [CH3:18][C:17]([CH3:20])([CH3:19])[CH2:16][C:14]1[N:15]=[C:11]([C:9](=[O:10])[CH2:8][C:5]2[CH:6]=[CH:7][C:2]([N:27]3[CH:31]=[CH:30][CH:29]=[N:28]3)=[CH:3][CH:4]=2)[N:12]([S:21]([N:24]([CH3:26])[CH3:25])(=[O:23])=[O:22])[CH:13]=1, predict the reactants needed to synthesize it. The reactants are: Br[C:2]1[CH:7]=[CH:6][C:5]([CH2:8][C:9]([C:11]2[N:12]([S:21]([N:24]([CH3:26])[CH3:25])(=[O:23])=[O:22])[CH:13]=[C:14]([CH2:16][C:17]([CH3:20])([CH3:19])[CH3:18])[N:15]=2)=[O:10])=[CH:4][CH:3]=1.[NH:27]1[CH:31]=[CH:30][CH:29]=[N:28]1.C(=O)([O-])[O-].[K+].[K+].CN[C@@H]1CCCC[C@H]1NC. (6) Given the product [Cl:1][C:2]1[C:3]([O:20][CH2:28][C:29]([NH2:31])=[O:30])=[N:4][C:5]([C:9]2[C:13]([Cl:14])=[C:12]([O:15][CH:16]([F:17])[F:18])[N:11]([CH3:19])[N:10]=2)=[C:6]([F:8])[CH:7]=1, predict the reactants needed to synthesize it. The reactants are: [Cl:1][C:2]1[C:3]([OH:20])=[N:4][C:5]([C:9]2[C:13]([Cl:14])=[C:12]([O:15][CH:16]([F:18])[F:17])[N:11]([CH3:19])[N:10]=2)=[C:6]([F:8])[CH:7]=1.C(=O)([O-])[O-].[K+].[K+].Cl[CH2:28][C:29]([NH2:31])=[O:30]. (7) Given the product [CH3:54][C:44]1[N:45]=[C:46]([C:48]2[CH:53]=[CH:52][CH:51]=[CH:50][CH:49]=2)[S:47][C:43]=1[C:42]1[NH:38][C:39]([C:55]2[CH:56]=[N:57][CH:58]=[CH:59][CH:60]=2)=[N:40][CH:41]=1, predict the reactants needed to synthesize it. The reactants are: C(S1C=C(C)NC1(C1N(C2C=NC=CC=2)C=NC=1)C1C=CC=CC=1)C1C=CC=CC=1.C([N:38]1[C:42]([C:43]2[S:47][C:46]([C:48]3[CH:53]=[CH:52][CH:51]=[CH:50][CH:49]=3)=[N:45][C:44]=2[CH3:54])=[CH:41][N:40]=[C:39]1[C:55]1[CH:56]=[N:57][CH:58]=[CH:59][CH:60]=1)C1C=CC=CC=1.[H][H].